From a dataset of Reaction yield outcomes from USPTO patents with 853,638 reactions. Predict the reaction yield, written as a fraction of the theoretical maximum amount of product (1.0 means a 100% yield; for example, 0.34 means a 34% yield). (1) The reactants are [Cl:1][C:2]1[C:11]([O:12][CH3:13])=[CH:10][C:5]([C:6]([NH:8][CH3:9])=[O:7])=[CH:4][C:3]=1/[CH:14]=[CH:15]/[C:16]1[CH:17]=[N:18][C:19]([NH:22][C:23]2[CH:28]=[CH:27][C:26]([N:29]3[CH2:34][C@@H:33]([CH3:35])[NH:32][C@@H:31]([CH3:36])[CH2:30]3)=[CH:25][CH:24]=2)=[N:20][CH:21]=1.CC1C=CC(S(NN)(=O)=O)=CC=1.C([O-])(=O)C.[Na+]. The catalyst is C1COCC1.O. The product is [Cl:1][C:2]1[C:11]([O:12][CH3:13])=[CH:10][C:5]([C:6]([NH:8][CH3:9])=[O:7])=[CH:4][C:3]=1[CH2:14][CH2:15][C:16]1[CH:17]=[N:18][C:19]([NH:22][C:23]2[CH:28]=[CH:27][C:26]([N:29]3[CH2:34][C@@H:33]([CH3:35])[NH:32][C@@H:31]([CH3:36])[CH2:30]3)=[CH:25][CH:24]=2)=[N:20][CH:21]=1. The yield is 0.415. (2) The reactants are [CH3:1][C:2]1[CH:7]=[CH:6][C:5]([CH2:8][N:9]([CH:22]2[CH2:27][CH2:26][N:25]([CH2:28][C:29]3[CH:34]=[CH:33][CH:32]=[CH:31][CH:30]=3)[CH2:24][CH2:23]2)[C:10](=O)[CH2:11][CH2:12][C:13]2[CH:18]=[CH:17][C:16]([O:19][CH3:20])=[CH:15][CH:14]=2)=[CH:4][CH:3]=1.COC1C=CC(P2(SP(C3C=CC(OC)=CC=3)(=S)S2)=[S:44])=CC=1. The catalyst is CO. The product is [CH3:1][C:2]1[CH:7]=[CH:6][C:5]([CH2:8][N:9]([CH:22]2[CH2:27][CH2:26][N:25]([CH2:28][C:29]3[CH:34]=[CH:33][CH:32]=[CH:31][CH:30]=3)[CH2:24][CH2:23]2)[C:10](=[S:44])[CH2:11][CH2:12][C:13]2[CH:18]=[CH:17][C:16]([O:19][CH3:20])=[CH:15][CH:14]=2)=[CH:4][CH:3]=1. The yield is 0.970. (3) The reactants are [NH2:1][CH2:2][C:3]1[CH:8]=[C:7]([O:9][C:10]2[CH:15]=[CH:14][C:13]([NH:16][C:17]3[CH:22]=[C:21]([C:23]4[CH:28]=[CH:27][CH:26]=[CH:25][CH:24]=4)[N:20]=[C:19]([NH2:29])[N:18]=3)=[CH:12][CH:11]=2)[CH:6]=[CH:5][N:4]=1.[F:30][C:31]1[CH:39]=[CH:38][C:34]([C:35](Cl)=[O:36])=[CH:33][CH:32]=1. The catalyst is C1COCC1. The product is [NH2:29][C:19]1[N:18]=[C:17]([NH:16][C:13]2[CH:12]=[CH:11][C:10]([O:9][C:7]3[CH:6]=[CH:5][N:4]=[C:3]([CH2:2][NH:1][C:35](=[O:36])[C:34]4[CH:38]=[CH:39][C:31]([F:30])=[CH:32][CH:33]=4)[CH:8]=3)=[CH:15][CH:14]=2)[CH:22]=[C:21]([C:23]2[CH:28]=[CH:27][CH:26]=[CH:25][CH:24]=2)[N:20]=1. The yield is 0.580.